From a dataset of Forward reaction prediction with 1.9M reactions from USPTO patents (1976-2016). Predict the product of the given reaction. (1) Given the reactants Br[C:2]1[CH:3]=[CH:4][C:5]2[O:14][CH2:13][CH2:12][C:11]3[S:10][C:9]([C:15]4[N:16]([CH:20]([CH3:22])[CH3:21])[N:17]=[CH:18][N:19]=4)=[N:8][C:7]=3[C:6]=2[CH:23]=1.[CH3:24][C:25]1[N:30]=[CH:29][C:28](B(O)O)=[CH:27][CH:26]=1, predict the reaction product. The product is: [CH:20]([N:16]1[C:15]([C:9]2[S:10][C:11]3[CH2:12][CH2:13][O:14][C:5]4[CH:4]=[CH:3][C:2]([C:28]5[CH:29]=[N:30][C:25]([CH3:24])=[CH:26][CH:27]=5)=[CH:23][C:6]=4[C:7]=3[N:8]=2)=[N:19][CH:18]=[N:17]1)([CH3:22])[CH3:21]. (2) Given the reactants [F:1][C:2]1[CH:7]=[CH:6][C:5]([CH:8]=[CH:9][S:10](Cl)(=[O:12])=[O:11])=[CH:4][CH:3]=1.[C:14]1([OH:20])[CH:19]=[CH:18][CH:17]=[CH:16][CH:15]=1.C(N(CC)CC)C, predict the reaction product. The product is: [F:1][C:2]1[CH:3]=[CH:4][C:5]([CH:8]=[CH:9][S:10]([O:20][C:14]2[CH:19]=[CH:18][CH:17]=[CH:16][CH:15]=2)(=[O:12])=[O:11])=[CH:6][CH:7]=1.